This data is from Catalyst prediction with 721,799 reactions and 888 catalyst types from USPTO. The task is: Predict which catalyst facilitates the given reaction. (1) The catalyst class is: 1. Product: [F:1][C:2]1[CH:7]=[C:6]([F:8])[CH:5]=[CH:4][C:3]=1[C:9]1[N:14]=[C:13]([CH:15]([C:16]2[CH:17]=[C:18]([CH:21]=[CH:22][C:23]=2[F:24])[C:19]#[N:20])[C:39](=[O:40])[C:38]#[C:37][Si:36]([CH3:45])([CH3:44])[CH3:35])[CH:12]=[CH:11][CH:10]=1. Reactant: [F:1][C:2]1[CH:7]=[C:6]([F:8])[CH:5]=[CH:4][C:3]=1[C:9]1[N:14]=[C:13]([CH2:15][C:16]2[CH:17]=[C:18]([CH:21]=[CH:22][C:23]=2[F:24])[C:19]#[N:20])[CH:12]=[CH:11][CH:10]=1.[Li+].C[Si]([N-][Si](C)(C)C)(C)C.[CH3:35][Si:36]([CH3:45])([CH3:44])[C:37]#[C:38][C:39](OCC)=[O:40]. (2) Product: [O:1]=[C:2]([C:18]1[CH:17]=[C:16]([F:15])[C:21]([F:22])=[C:20]([F:23])[CH:19]=1)[CH2:7][CH2:6][CH2:5][CH2:4][NH:3][C:8](=[O:9])[O:10][C:11]([CH3:14])([CH3:13])[CH3:12]. The catalyst class is: 7. Reactant: [O:1]=[C:2]1[CH2:7][CH2:6][CH2:5][CH2:4][N:3]1[C:8]([O:10][C:11]([CH3:14])([CH3:13])[CH3:12])=[O:9].[F:15][C:16]1[CH:17]=[C:18]([Mg]Br)[CH:19]=[C:20]([F:23])[C:21]=1[F:22].Cl. (3) Reactant: [OH:1][C:2]1[CH:7]=[C:6]([C:8]([O:10][CH3:11])=[O:9])[CH:5]=[CH:4][C:3]=1[C:12]1[CH:17]=[CH:16][CH:15]=[CH:14][C:13]=1[C:18]([F:21])([F:20])[F:19].C(=O)([O-])[O-].[K+].[K+].Br[CH2:29][CH3:30]. Product: [CH2:29]([O:1][C:2]1[CH:7]=[C:6]([C:8]([O:10][CH3:11])=[O:9])[CH:5]=[CH:4][C:3]=1[C:12]1[CH:17]=[CH:16][CH:15]=[CH:14][C:13]=1[C:18]([F:19])([F:20])[F:21])[CH3:30]. The catalyst class is: 10. (4) The catalyst class is: 3. Product: [Br:8][C:7]1[C:2]2[N:3]([CH:19]=[C:14]([C:15]3[O:67][N:66]=[C:64]([C:63]4[CH:62]=[CH:61][C:55]([C:56]([O:58][CH2:59][CH3:60])=[O:57])=[CH:54][C:53]=4[Cl:52])[N:65]=3)[N:1]=2)[CH:4]=[C:5]([C:9]([F:12])([F:10])[F:11])[CH:6]=1. Reactant: [NH2:1][C:2]1[C:7]([Br:8])=[CH:6][C:5]([C:9]([F:12])([F:11])[F:10])=[CH:4][N:3]=1.Cl[C:14]1[C:15]2N(C=C(C(O)=O)N=2)C=C(C(F)(F)F)[CH:19]=1.CCN=C=NCCCN(C)C.Cl.C1C=CC2N(O)N=NC=2C=1.[Cl:52][C:53]1[CH:54]=[C:55]([CH:61]=[CH:62][C:63]=1[C:64](=[N:66][OH:67])[NH2:65])[C:56]([O:58][CH2:59][CH3:60])=[O:57]. (5) Reactant: [C:1]([O:5][C:6]([NH:8][CH2:9][C:10]1[CH:18]=[CH:17][C:13]([C:14]([OH:16])=O)=[CH:12][C:11]=1[F:19])=[O:7])([CH3:4])([CH3:3])[CH3:2].[CH3:20][N:21]1[C:30]2[NH:29][C:28]3[CH:31]=[C:32]([CH3:35])[CH:33]=[CH:34][C:27]=3[NH:26][CH2:25][C:24]=2[CH:23]=[N:22]1.CCN(C(C)C)C(C)C. Product: [C:1]([O:5][C:6](=[O:7])[NH:8][CH2:9][C:10]1[CH:18]=[CH:17][C:13]([C:14]([N:26]2[CH2:25][C:24]3[CH:23]=[N:22][N:21]([CH3:20])[C:30]=3[NH:29][C:28]3[CH:31]=[C:32]([CH3:35])[CH:33]=[CH:34][C:27]2=3)=[O:16])=[CH:12][C:11]=1[F:19])([CH3:2])([CH3:3])[CH3:4]. The catalyst class is: 154.